This data is from Full USPTO retrosynthesis dataset with 1.9M reactions from patents (1976-2016). The task is: Predict the reactants needed to synthesize the given product. (1) Given the product [C:1]([O:5][C:6]([N:8]1[CH2:25][CH2:24][CH2:23][C@@:10]2([O:14][C:13](=[O:15])[N:12]([C:16]3[CH:17]=[N:18][C:19]([NH:22][C:35]4[N:36]=[CH:37][C:32]5[CH:31]=[C:30]([C:28](=[O:29])[N:27]([CH3:26])[CH3:45])[N:39]([CH:40]6[CH2:44][CH2:43][CH2:42][CH2:41]6)[C:33]=5[N:34]=4)=[CH:20][CH:21]=3)[CH2:11]2)[CH2:9]1)=[O:7])([CH3:4])([CH3:2])[CH3:3], predict the reactants needed to synthesize it. The reactants are: [C:1]([O:5][C:6]([N:8]1[CH2:25][CH2:24][CH2:23][C@@:10]2([O:14][C:13](=[O:15])[N:12]([C:16]3[CH:17]=[N:18][C:19]([NH2:22])=[CH:20][CH:21]=3)[CH2:11]2)[CH2:9]1)=[O:7])([CH3:4])([CH3:3])[CH3:2].[CH3:26][N:27]([CH3:45])[C:28]([C:30]1[N:39]([CH:40]2[CH2:44][CH2:43][CH2:42][CH2:41]2)[C:33]2[N:34]=[C:35](Cl)[N:36]=[CH:37][C:32]=2[CH:31]=1)=[O:29]. (2) Given the product [C:19]([O:23][C:24]([N:26]1[CH2:29][CH:28]([NH:30][C:13](=[O:15])[CH2:12][NH:11][C:8]2[C:7]3[CH:16]=[C:3]([C:2]([F:1])([F:18])[F:17])[CH:4]=[CH:5][C:6]=3[O:10][N:9]=2)[CH2:27]1)=[O:25])([CH3:22])([CH3:20])[CH3:21], predict the reactants needed to synthesize it. The reactants are: [F:1][C:2]([F:18])([F:17])[C:3]1[CH:4]=[CH:5][C:6]2[O:10][N:9]=[C:8]([NH:11][CH2:12][C:13]([OH:15])=O)[C:7]=2[CH:16]=1.[C:19]([O:23][C:24]([N:26]1[CH2:29][CH:28]([NH2:30])[CH2:27]1)=[O:25])([CH3:22])([CH3:21])[CH3:20].CCN=C=NCCCN(C)C.C1C=CC2N(O)N=NC=2C=1. (3) Given the product [O:8]1[C:7]2[CH:9]=[CH:10][CH:11]=[CH:12][C:6]=2[O:5][CH2:4][CH:3]1[CH2:2][N:22]1[CH2:23][CH2:24][CH2:25][CH:20]([C:17]2[CH:16]=[CH:15][C:14]([CH3:13])=[CH:19][CH:18]=2)[CH2:21]1, predict the reactants needed to synthesize it. The reactants are: Br[CH2:2][CH:3]1[O:8][C:7]2[CH:9]=[CH:10][CH:11]=[CH:12][C:6]=2[O:5][CH2:4]1.[CH3:13][C:14]1[CH:19]=[CH:18][C:17]([CH:20]2[CH2:25][CH2:24][CH2:23][NH:22][CH2:21]2)=[CH:16][CH:15]=1.Cl.C(N(CC)CC)C. (4) Given the product [CH:17]([N:18]1[CH2:23][CH2:22][N:21]([C:2]2[NH:3][C:4]3[CH:10]=[CH:9][CH:8]=[CH:7][C:5]=3[N:6]=2)[CH2:20][CH2:19]1)([C:24]1[CH:29]=[CH:28][CH:27]=[CH:26][CH:25]=1)[C:11]1[CH:16]=[CH:15][CH:14]=[CH:13][CH:12]=1, predict the reactants needed to synthesize it. The reactants are: Cl[C:2]1[NH:3][C:4]2[CH:10]=[CH:9][CH:8]=[CH:7][C:5]=2[N:6]=1.[C:11]1([CH:17]([C:24]2[CH:29]=[CH:28][CH:27]=[CH:26][CH:25]=2)[N:18]2[CH2:23][CH2:22][NH:21][CH2:20][CH2:19]2)[CH:16]=[CH:15][CH:14]=[CH:13][CH:12]=1. (5) Given the product [C:27]([O:26][C:25]([NH:24][CH2:23][CH2:22][S:21][C:2]1[C:3]([C:10]([O:12][CH2:13][CH3:14])=[O:11])=[N:4][C:5]([O:8][CH3:9])=[N:6][CH:7]=1)=[O:31])([CH3:30])([CH3:29])[CH3:28], predict the reactants needed to synthesize it. The reactants are: I[C:2]1[C:3]([C:10]([O:12][CH2:13][CH3:14])=[O:11])=[N:4][C:5]([O:8][CH3:9])=[N:6][CH:7]=1.C(=O)([O-])[O-].[K+].[K+].[SH:21][CH2:22][CH2:23][NH:24][C:25](=[O:31])[O:26][C:27]([CH3:30])([CH3:29])[CH3:28]. (6) Given the product [I:8][C:5]1[CH:6]=[CH:7][C:2]([N:13]2[CH2:14][CH2:15][N:10]([CH3:9])[CH2:11][C:12]2=[O:16])=[CH:3][CH:4]=1, predict the reactants needed to synthesize it. The reactants are: I[C:2]1[CH:7]=[CH:6][C:5]([I:8])=[CH:4][CH:3]=1.[CH3:9][N:10]1[CH2:15][CH2:14][NH:13][C:12](=[O:16])[CH2:11]1.CN[C@H]1CC[C@H](NC)CC1.[O-]P([O-])([O-])=O.[K+].[K+].[K+].